This data is from Reaction yield outcomes from USPTO patents with 853,638 reactions. The task is: Predict the reaction yield, written as a fraction of the theoretical maximum amount of product (1.0 means a 100% yield; for example, 0.34 means a 34% yield). The reactants are Cl[C:2]1[N:7]=[C:6]([NH:8][C:9]2[CH:14]=[CH:13][CH:12]=[CH:11][C:10]=2[S:15]([CH:18]([CH3:20])[CH3:19])(=[O:17])=[O:16])[C:5]([Cl:21])=[CH:4][N:3]=1.[NH2:22][C:23]1[C:36]([O:37][CH3:38])=[CH:35][C:26]2[CH2:27][CH2:28][N:29]([CH2:32][CH2:33][OH:34])[CH2:30][CH2:31][C:25]=2[CH:24]=1. No catalyst specified. The product is [Cl:21][C:5]1[C:6]([NH:8][C:9]2[CH:14]=[CH:13][CH:12]=[CH:11][C:10]=2[S:15]([CH:18]([CH3:20])[CH3:19])(=[O:17])=[O:16])=[N:7][C:2]([NH:22][C:23]2[C:36]([O:37][CH3:38])=[CH:35][C:26]3[CH2:27][CH2:28][N:29]([CH2:32][CH2:33][OH:34])[CH2:30][CH2:31][C:25]=3[CH:24]=2)=[N:3][CH:4]=1. The yield is 0.610.